Dataset: Reaction yield outcomes from USPTO patents with 853,638 reactions. Task: Predict the reaction yield, written as a fraction of the theoretical maximum amount of product (1.0 means a 100% yield; for example, 0.34 means a 34% yield). (1) The catalyst is CN(C1C=CN=CC=1)C.CN(C=O)C.O. The yield is 0.770. The reactants are C1C=CC2N(O)N=NC=2C=1.CCN=C=NCCCN(C)C.Cl.[C:23]1([C:30]2[CH:35]=[CH:34][CH:33]=[CH:32][CH:31]=2)[CH:28]=[CH:27][C:26]([NH2:29])=[CH:25][CH:24]=1.[CH3:36][O:37][C:38](=[O:44])[CH:39]([CH3:43])[C:40](O)=[O:41]. The product is [CH3:36][O:37][C:38](=[O:44])[CH:39]([CH3:43])[C:40]([NH:29][C:26]1[CH:25]=[CH:24][C:23]([C:30]2[CH:35]=[CH:34][CH:33]=[CH:32][CH:31]=2)=[CH:28][CH:27]=1)=[O:41]. (2) The reactants are [OH:1][C:2]1[CH:7]=[C:6]([O:8][CH2:9][O:10][CH3:11])[CH:5]=[CH:4][C:3]=1[C:12](=[O:14])[CH3:13].[CH2:15]([O:22][C:23]1[CH:30]=[CH:29][C:26]([CH:27]=O)=[CH:25][C:24]=1[O:31][CH2:32][O:33][CH3:34])[C:16]1[CH:21]=[CH:20][CH:19]=[CH:18][CH:17]=1.[OH-].[K+].Cl. The catalyst is CCO.CCOCC. The product is [CH2:15]([O:22][C:23]1[CH:30]=[CH:29][C:26](/[CH:27]=[CH:13]/[C:12]([C:3]2[CH:4]=[CH:5][C:6]([O:8][CH2:9][O:10][CH3:11])=[CH:7][C:2]=2[OH:1])=[O:14])=[CH:25][C:24]=1[O:31][CH2:32][O:33][CH3:34])[C:16]1[CH:17]=[CH:18][CH:19]=[CH:20][CH:21]=1. The yield is 0.580. (3) The product is [CH2:29]([O:28][C:26](=[O:27])[CH2:25][CH2:24][CH2:23][N:1]1[C:5]([C:6]([O:8][CH2:9][CH3:10])=[O:7])=[CH:4][C:3]([C:11]([O:13][CH2:14][CH3:15])=[O:12])=[N:2]1)[CH3:30]. The yield is 0.820. The catalyst is CC(C)=O. The reactants are [NH:1]1[C:5]([C:6]([O:8][CH2:9][CH3:10])=[O:7])=[CH:4][C:3]([C:11]([O:13][CH2:14][CH3:15])=[O:12])=[N:2]1.C(=O)([O-])[O-].[K+].[K+].Br[CH2:23][CH2:24][CH2:25][C:26]([O:28][CH2:29][CH3:30])=[O:27].